This data is from Forward reaction prediction with 1.9M reactions from USPTO patents (1976-2016). The task is: Predict the product of the given reaction. (1) Given the reactants [NH2:1][C:2]1[CH:14]=[CH:13][C:12]([OH:15])=[CH:11][C:3]=1[O:4][CH2:5][C:6]([CH3:10])([OH:9])[CH2:7][OH:8].[C:16](OC(=O)C)(=[O:18])[CH3:17], predict the reaction product. The product is: [OH:9][C:6]([CH3:10])([CH2:7][OH:8])[CH2:5][O:4][C:3]1[CH:11]=[C:12]([OH:15])[CH:13]=[CH:14][C:2]=1[NH:1][C:16](=[O:18])[CH3:17]. (2) Given the reactants Cl[C:2]1[N:10]=[C:9]([Cl:11])[CH:8]=[CH:7][C:3]=1[C:4]([NH2:6])=[O:5].[NH2:12][C:13]1[CH:22]=[CH:21][C:16]([C:17]([O:19][CH3:20])=[O:18])=[CH:15][CH:14]=1.C[Si]([N-][Si](C)(C)C)(C)C.[Li+], predict the reaction product. The product is: [C:4]([C:3]1[C:2]([NH:12][C:13]2[CH:14]=[CH:15][C:16]([C:17]([O:19][CH3:20])=[O:18])=[CH:21][CH:22]=2)=[N:10][C:9]([Cl:11])=[CH:8][CH:7]=1)(=[O:5])[NH2:6]. (3) Given the reactants [F:1][C:2]1[CH:7]=[CH:6][C:5]([C:8]2[N:9]=[C:10]3[N:14]([C:15]=2[C:16]2[CH:17]=[N:18][C:19]([NH:22][NH2:23])=[CH:20][CH:21]=2)[CH:13]=[CH:12][O:11]3)=[CH:4][CH:3]=1.FC1C=CC(C2N=C3N(C=2)C=CO3)=CC=1.C1C(=O)N(I)C(=O)C1.FC1C=CC(B(O)O)=CN=1.NN.[CH3:59][C:60]1([CH3:67])[CH2:64][C:63](=O)[O:62][C:61]1=[O:66], predict the reaction product. The product is: [F:1][C:2]1[CH:7]=[CH:6][C:5]([C:8]2[N:9]=[C:10]3[N:14]([C:15]=2[C:16]2[CH:21]=[CH:20][C:19]4[N:18]([C:63]([CH2:64][C:60]([CH3:67])([CH3:59])[C:61]([OH:66])=[O:62])=[N:23][N:22]=4)[CH:17]=2)[CH:13]=[CH:12][O:11]3)=[CH:4][CH:3]=1. (4) Given the reactants [F:1][C:2]([F:28])([F:27])[C:3]1[CH:8]=[CH:7][C:6]([C:9]2[C:10]([C:15]([NH:17][C:18]3[CH:19]=[C:20]([C:24]([OH:26])=O)[N:21]([CH3:23])[CH:22]=3)=[O:16])=[CH:11][CH:12]=[CH:13][CH:14]=2)=[CH:5][CH:4]=1.[C:29]1([C:38]2[CH:43]=[CH:42][CH:41]=[CH:40][CH:39]=2)[CH:34]=[CH:33][C:32]([CH2:35][CH2:36][NH2:37])=[CH:31][CH:30]=1.CN(C(ON1N=NC2C=CC=CC1=2)=[N+](C)C)C.[B-](F)(F)(F)F.C(N(CC)CC)C, predict the reaction product. The product is: [C:29]1([C:38]2[CH:39]=[CH:40][CH:41]=[CH:42][CH:43]=2)[CH:30]=[CH:31][C:32]([CH2:35][CH2:36][NH:37][C:24]([C:20]2[N:21]([CH3:23])[CH:22]=[C:18]([NH:17][C:15]([C:10]3[C:9]([C:6]4[CH:5]=[CH:4][C:3]([C:2]([F:28])([F:1])[F:27])=[CH:8][CH:7]=4)=[CH:14][CH:13]=[CH:12][CH:11]=3)=[O:16])[CH:19]=2)=[O:26])=[CH:33][CH:34]=1. (5) The product is: [F:37][C:36]([F:39])([F:38])[C:34]([OH:40])=[O:35].[Cl:23][C:24]1[CH:29]=[CH:28][C:27]([S:30]([NH:18][C:16]2[CH:15]=[C:14]([CH3:19])[N:13]=[C:12]3[S:11][C:10]([CH2:20][CH3:21])=[C:9]([C:5]4[CH:6]=[CH:7][CH:8]=[C:3]([N:2]([CH3:22])[CH3:1])[CH:4]=4)[C:17]=23)(=[O:32])=[O:31])=[CH:26][CH:25]=1. Given the reactants [CH3:1][N:2]([CH3:22])[C:3]1[CH:4]=[C:5]([C:9]2[C:17]3[C:16]([NH2:18])=[CH:15][C:14]([CH3:19])=[N:13][C:12]=3[S:11][C:10]=2[CH2:20][CH3:21])[CH:6]=[CH:7][CH:8]=1.[Cl:23][C:24]1[CH:29]=[CH:28][C:27]([S:30](Cl)(=[O:32])=[O:31])=[CH:26][CH:25]=1.[C:34]([OH:40])([C:36]([F:39])([F:38])[F:37])=[O:35], predict the reaction product. (6) Given the reactants [CH3:1][C:2]1[CH:3]=[C:4]([OH:22])[CH:5]=[CH:6][C:7]=1[N:8]1[C:12]2[CH:13]=[CH:14][CH:15]=[C:16]([C:17]([F:20])([F:19])[F:18])[C:11]=2[N:10]=[C:9]1[CH3:21].F[C:24]1[CH:29]=[CH:28][C:27]([S:30]([CH3:33])(=[O:32])=[O:31])=[CH:26][CH:25]=1, predict the reaction product. The product is: [CH3:21][C:9]1[N:8]([C:7]2[CH:6]=[CH:5][C:4]([O:22][C:24]3[CH:29]=[CH:28][C:27]([S:30]([CH3:33])(=[O:32])=[O:31])=[CH:26][CH:25]=3)=[CH:3][C:2]=2[CH3:1])[C:12]2[CH:13]=[CH:14][CH:15]=[C:16]([C:17]([F:20])([F:19])[F:18])[C:11]=2[N:10]=1. (7) Given the reactants [NH2:1][C:2]1[C:3]2[C:10]([C:11]3[CH:16]=[CH:15][CH:14]=[C:13]([O:17][CH2:18][CH:19]4[CH2:23][CH2:22][C:21]([CH3:25])([CH3:24])[O:20]4)[CH:12]=3)=[CH:9][N:8]([C@H:26]3[CH2:29][C@H:28]([CH2:30]O)[CH2:27]3)[C:4]=2[N:5]=[CH:6][N:7]=1.[OH:32][CH:33]1[CH2:36][NH:35][CH2:34]1, predict the reaction product. The product is: [NH2:1][C:2]1[C:3]2[C:10]([C:11]3[CH:16]=[CH:15][CH:14]=[C:13]([O:17][CH2:18][CH:19]4[CH2:23][CH2:22][C:21]([CH3:25])([CH3:24])[O:20]4)[CH:12]=3)=[CH:9][N:8]([C@H:26]3[CH2:27][C@H:28]([CH2:30][N:35]4[CH2:36][CH:33]([OH:32])[CH2:34]4)[CH2:29]3)[C:4]=2[N:5]=[CH:6][N:7]=1.